This data is from Forward reaction prediction with 1.9M reactions from USPTO patents (1976-2016). The task is: Predict the product of the given reaction. (1) Given the reactants [C:1]1([NH:7][C:8]2[C:17]3[CH:18]=[CH:19][S:20][C:16]=3[C:15]3[CH:14]=[CH:13][C:12]([C:21]([OH:23])=O)=[CH:11][C:10]=3[N:9]=2)[CH:6]=[CH:5][CH:4]=[CH:3][CH:2]=1.[CH3:24][S:25]([NH2:28])(=[O:27])=[O:26].CCN=C=NCCCN(C)C.O, predict the reaction product. The product is: [CH3:24][S:25]([NH:28][C:21]([C:12]1[CH:13]=[CH:14][C:15]2[C:16]3[S:20][CH:19]=[CH:18][C:17]=3[C:8]([NH:7][C:1]3[CH:6]=[CH:5][CH:4]=[CH:3][CH:2]=3)=[N:9][C:10]=2[CH:11]=1)=[O:23])(=[O:27])=[O:26]. (2) Given the reactants CN(C)CCCN=C=NCC.[NH2:12][C:13]1[CH:18]=[CH:17][C:16]([N:19]([CH2:22][CH2:23][C:24]2[CH:29]=[CH:28][CH:27]=[CH:26][N:25]=2)[CH:20]=[O:21])=[CH:15][CH:14]=1.[CH3:30][C:31]1[CH:36]=[CH:35][CH:34]=[C:33]([C:37]2[CH:42]=[CH:41][C:40]([C:43]([F:46])([F:45])[F:44])=[CH:39][CH:38]=2)[C:32]=1[C:47](O)=[O:48].ON1C2C=CC=CC=2N=N1, predict the reaction product. The product is: [CH:20]([N:19]([CH2:22][CH2:23][C:24]1[CH:29]=[CH:28][CH:27]=[CH:26][N:25]=1)[C:16]1[CH:17]=[CH:18][C:13]([NH:12][C:47]([C:32]2[C:33]([C:37]3[CH:42]=[CH:41][C:40]([C:43]([F:44])([F:46])[F:45])=[CH:39][CH:38]=3)=[CH:34][CH:35]=[CH:36][C:31]=2[CH3:30])=[O:48])=[CH:14][CH:15]=1)=[O:21]. (3) Given the reactants [S-:1][C:2]#[N:3].[NH4+].[Cl:5][C:6]1[CH:7]=[C:8]([CH:10]=[C:11]([Cl:13])[CH:12]=1)[NH2:9].[O:14]=[C:15]1[C:23]2[C:18](=[CH:19][CH:20]=[CH:21][CH:22]=2)[C:17](=[O:24])[N:16]1[CH2:25][C:26](Cl)=[O:27], predict the reaction product. The product is: [Cl:5][C:6]1[CH:7]=[C:8]([NH:9][C:2]([NH:3][C:26](=[O:27])[CH2:25][N:16]2[C:17](=[O:24])[C:18]3[C:23](=[CH:22][CH:21]=[CH:20][CH:19]=3)[C:15]2=[O:14])=[S:1])[CH:10]=[C:11]([Cl:13])[CH:12]=1. (4) Given the reactants F[C:2]1[CH:7]=[CH:6][C:5]([NH:8][C:9]([NH:11][C:12]2[CH:17]=[CH:16][C:15]([O:18][C:19]3[CH:24]=[CH:23][CH:22]=[CH:21][CH:20]=3)=[CH:14][CH:13]=2)=[O:10])=[CH:4][C:3]=1[N+:25]([O-])=O.[CH2:28]([N:30]1[CH2:34][CH2:33][CH2:32][CH:31]1[CH2:35][NH2:36])[CH3:29].[C:37](OCC)(=O)[CH3:38].CCCCCC, predict the reaction product. The product is: [CH2:28]([N:30]1[CH2:34][CH2:33][CH2:32][CH:31]1[CH2:35][N:36]1[C:2]2[CH:7]=[CH:6][C:5]([NH:8][C:9]([NH:11][C:12]3[CH:17]=[CH:16][C:15]([O:18][C:19]4[CH:24]=[CH:23][CH:22]=[CH:21][CH:20]=4)=[CH:14][CH:13]=3)=[O:10])=[CH:4][C:3]=2[N:25]=[C:37]1[CH3:38])[CH3:29].